Task: Predict the product of the given reaction.. Dataset: Forward reaction prediction with 1.9M reactions from USPTO patents (1976-2016) (1) Given the reactants CN(C)[C:3]1[CH:4]=[C:5]([CH2:9]O)[CH:6]=[CH:7][CH:8]=1.[Br:12][C:13]1[C:14]([CH3:20])=[C:15]([OH:19])[CH:16]=[CH:17][CH:18]=1.[CH3:21]C1(C)C(C)(C)OB(C2C=NNC=2)O1, predict the reaction product. The product is: [Br:12][C:13]1[CH:18]=[CH:17][CH:16]=[C:15]([O:19][CH:3]2[CH2:8][CH2:7][CH2:6][C:5]([CH3:9])([CH3:21])[CH2:4]2)[C:14]=1[CH3:20]. (2) Given the reactants [F:1][C:2]1[CH:10]=[C:9]([CH:11]=[O:12])[CH:8]=[CH:7][C:3]=1[C:4](O)=[O:5].S(Cl)(Cl)=O.[CH3:17][NH2:18].O, predict the reaction product. The product is: [F:1][C:2]1[CH:10]=[C:9]([CH:11]=[O:12])[CH:8]=[CH:7][C:3]=1[C:4]([NH:18][CH3:17])=[O:5]. (3) Given the reactants [C-:1]#[N:2].[Na+].[O:4]1[CH2:8][CH2:7][O:6][CH:5]1[CH2:9][CH2:10]Br, predict the reaction product. The product is: [O:4]1[CH2:8][CH2:7][O:6][CH:5]1[CH2:9][CH2:10][C:1]#[N:2]. (4) Given the reactants C([Cl:4])(=O)C.[CH3:5][C:6]1([CH3:26])[C:10]([CH3:12])([CH3:11])[O:9][B:8]([C:13]2[CH2:18][CH2:17][N:16](C(OC(C)(C)C)=O)[CH2:15][CH:14]=2)[O:7]1, predict the reaction product. The product is: [ClH:4].[CH3:11][C:10]1([CH3:12])[C:6]([CH3:5])([CH3:26])[O:7][B:8]([C:13]2[CH2:18][CH2:17][NH:16][CH2:15][CH:14]=2)[O:9]1.